This data is from Forward reaction prediction with 1.9M reactions from USPTO patents (1976-2016). The task is: Predict the product of the given reaction. (1) Given the reactants C(=O)([O-])[O-].[K+].[K+].[Cl:7][C:8]1[CH:15]=[CH:14][C:11]([C:12]#[N:13])=[C:10]([C:16]2[C:21]([O:22][CH3:23])=[CH:20][NH:19][C:18](=[O:24])[CH:17]=2)[CH:9]=1.Br[CH2:26][C:27]([O:29][CH2:30][C:31]1[CH:36]=[CH:35][CH:34]=[CH:33][CH:32]=1)=[O:28].[Cl-].[Li+], predict the reaction product. The product is: [Cl:7][C:8]1[CH:15]=[CH:14][C:11]([C:12]#[N:13])=[C:10]([C:16]2[C:21]([O:22][CH3:23])=[CH:20][N:19]([CH2:26][C:27]([O:29][CH2:30][C:31]3[CH:36]=[CH:35][CH:34]=[CH:33][CH:32]=3)=[O:28])[C:18](=[O:24])[CH:17]=2)[CH:9]=1. (2) Given the reactants [CH2:1]([O:3][C:4]([C:6]1[N:7]=[CH:8][N:9]2[C:18]3[C:13](=[CH:14][C:15]([O:23][CH3:24])=[C:16]([O:19][CH:20]([CH3:22])[CH3:21])[CH:17]=3)[CH2:12][CH2:11][C:10]=12)=[O:5])[CH3:2].[Br:25]N1C(=O)CCC1=O, predict the reaction product. The product is: [CH2:1]([O:3][C:4]([C:6]1[N:7]=[C:8]([Br:25])[N:9]2[C:18]3[C:13](=[CH:14][C:15]([O:23][CH3:24])=[C:16]([O:19][CH:20]([CH3:21])[CH3:22])[CH:17]=3)[CH2:12][CH2:11][C:10]=12)=[O:5])[CH3:2]. (3) Given the reactants [ClH:1].[NH2:2][CH2:3][C:4]1[CH:9]=[CH:8][C:7]([C:10]2[CH:15]=[CH:14][CH:13]=[CH:12][C:11]=2[C:16]#[N:17])=[CH:6][CH:5]=1.[OH-:18].[NH4+].[OH-].[K+], predict the reaction product. The product is: [ClH:1].[NH2:2][CH2:3][C:4]1[CH:5]=[CH:6][C:7]([C:10]2[C:11]([C:16]([NH2:17])=[O:18])=[CH:12][CH:13]=[CH:14][CH:15]=2)=[CH:8][CH:9]=1. (4) Given the reactants [CH3:1][O:2][C:3](=[O:14])[C:4]1[CH:9]=[CH:8][C:7]([CH2:10][NH2:11])=[CH:6][C:5]=1[O:12][CH3:13].[C:15](N1C=CN=C1)([N:17]1[CH:21]=[CH:20][N:19]=[CH:18]1)=[O:16], predict the reaction product. The product is: [CH3:1][O:2][C:3](=[O:14])[C:4]1[CH:9]=[CH:8][C:7]([CH2:10][NH:11][C:15]([N:17]2[CH:21]=[CH:20][N:19]=[CH:18]2)=[O:16])=[CH:6][C:5]=1[O:12][CH3:13]. (5) Given the reactants Br[C:2]1[CH:3]=[CH:4][C:5]2[S:9][CH:8]=[N:7][C:6]=2[CH:10]=1.[CH3:11][CH:12]([CH3:15])[C:13]#[CH:14].[CH2:16](N(CC)CC)C, predict the reaction product. The product is: [CH:12]1([C:15]#[C:16][C:2]2[CH:3]=[CH:4][C:5]3[S:9][CH:8]=[N:7][C:6]=3[CH:10]=2)[CH2:11][CH2:14][CH2:13]1.